Dataset: Forward reaction prediction with 1.9M reactions from USPTO patents (1976-2016). Task: Predict the product of the given reaction. (1) Given the reactants [F:1][C:2]1[C:3]([C:22](OCC)=[O:23])=[CH:4][N:5]([S:13]([C:16]2[CH:21]=[CH:20][CH:19]=[CH:18][CH:17]=2)(=[O:15])=[O:14])[C:6]=1[C:7]1[CH:12]=[CH:11][CH:10]=[CH:9][CH:8]=1.[H-].C([Al+]CC(C)C)C(C)C.Cl, predict the reaction product. The product is: [F:1][C:2]1[C:3]([CH2:22][OH:23])=[CH:4][N:5]([S:13]([C:16]2[CH:17]=[CH:18][CH:19]=[CH:20][CH:21]=2)(=[O:15])=[O:14])[C:6]=1[C:7]1[CH:8]=[CH:9][CH:10]=[CH:11][CH:12]=1. (2) Given the reactants [CH3:1][N:2](C)C.Cl[C:6]1[N:11]=[C:10]([O:12][C:13]2[C:22]3[C:17](=[CH:18][CH:19]=[CH:20][CH:21]=3)[C:16]([NH2:23])=[CH:15][CH:14]=2)[CH:9]=[CH:8][N:7]=1, predict the reaction product. The product is: [NH2:23][C:16]1[C:17]2[C:22](=[CH:21][CH:20]=[CH:19][CH:18]=2)[C:13]([O:12][C:10]2[CH:9]=[CH:8][N:7]=[C:6]([C:1]#[N:2])[N:11]=2)=[CH:14][CH:15]=1. (3) Given the reactants [F:1][C:2]1[CH:3]=[C:4]([CH2:10][NH:11][C:12]2[N:17]=[CH:16][C:15]([CH2:18][OH:19])=[CH:14][CH:13]=2)[C:5]([O:8][CH3:9])=[N:6][CH:7]=1.S([O-])([O-])=S.[Na+].[Na+], predict the reaction product. The product is: [F:1][C:2]1[CH:3]=[C:4]([CH2:10][NH:11][C:12]2[N:17]=[CH:16][C:15]([CH:18]=[O:19])=[CH:14][CH:13]=2)[C:5]([O:8][CH3:9])=[N:6][CH:7]=1.